This data is from Peptide-MHC class II binding affinity with 134,281 pairs from IEDB. The task is: Regression. Given a peptide amino acid sequence and an MHC pseudo amino acid sequence, predict their binding affinity value. This is MHC class II binding data. (1) The peptide sequence is MTLKDAKMLQLDPNA. The MHC is DRB1_0101 with pseudo-sequence DRB1_0101. The binding affinity (normalized) is 0.750. (2) The MHC is DRB1_0301 with pseudo-sequence DRB1_0301. The binding affinity (normalized) is 0.0118. The peptide sequence is ENRSWYLTENIQRFLPNPAG. (3) The peptide sequence is ALSYYPTPLAKEDFL. The MHC is DRB1_0101 with pseudo-sequence DRB1_0101. The binding affinity (normalized) is 0.526.